From a dataset of Full USPTO retrosynthesis dataset with 1.9M reactions from patents (1976-2016). Predict the reactants needed to synthesize the given product. (1) Given the product [CH2:10]([O:12][C:13]([C:15]1([CH2:29][O:9][C:3]2[CH:4]=[CH:5][CH:6]=[C:7]([F:8])[C:2]=2[F:1])[CH2:19][CH2:18][N:17]([C:20](=[O:28])[C:21]2[CH:22]=[CH:23][C:24]([F:27])=[CH:25][CH:26]=2)[CH2:16]1)=[O:14])[CH3:11], predict the reactants needed to synthesize it. The reactants are: [F:1][C:2]1[C:7]([F:8])=[CH:6][CH:5]=[CH:4][C:3]=1[OH:9].[CH2:10]([O:12][C:13]([C:15]1([CH2:29]I)[CH2:19][CH2:18][N:17]([C:20](=[O:28])[C:21]2[CH:26]=[CH:25][C:24]([F:27])=[CH:23][CH:22]=2)[CH2:16]1)=[O:14])[CH3:11]. (2) Given the product [I:20][C:17]1[CH:18]=[CH:19][C:14]([N:10]2[CH2:11][CH2:12][CH:13]=[C:8]([N:1]3[CH2:6][CH2:5][O:4][CH2:3][CH2:2]3)[C:9]2=[O:21])=[CH:15][CH:16]=1, predict the reactants needed to synthesize it. The reactants are: [NH:1]1[CH2:6][CH2:5][O:4][CH2:3][CH2:2]1.Cl[C:8]1[C:9](=[O:21])[N:10]([C:14]2[CH:19]=[CH:18][C:17]([I:20])=[CH:16][CH:15]=2)[CH2:11][CH2:12][CH:13]=1.C1(C)C=CC=CC=1.